Dataset: Reaction yield outcomes from USPTO patents with 853,638 reactions. Task: Predict the reaction yield, written as a fraction of the theoretical maximum amount of product (1.0 means a 100% yield; for example, 0.34 means a 34% yield). (1) The reactants are C(OC(=O)[NH:7][C@@H:8]([CH2:26][CH:27]([CH3:29])[CH3:28])[CH2:9][O:10][C:11]1[CH:12]=[CH:13][C:14]2[C:24]3[C:19](=[CH:20][N:21]=[C:22]([CH3:25])[CH:23]=3)[CH2:18][O:17][C:15]=2[CH:16]=1)(C)(C)C.Cl.[O:32]1CCOCC1. The catalyst is CO.C(#N)C. The product is [C:18]([O-:32])(=[O:17])[CH3:19].[NH4+:7].[CH3:28][CH:27]([CH3:29])[CH2:26][C@H:8]([NH2:7])[CH2:9][O:10][C:11]1[CH:12]=[CH:13][C:14]2[C:24]3[C:19](=[CH:20][N:21]=[C:22]([CH3:25])[CH:23]=3)[CH2:18][O:17][C:15]=2[CH:16]=1. The yield is 0.00100. (2) The reactants are [Cl:1][C:2]1[CH:11]=[C:10]2[C:5]([CH:6]=[CH:7][C:8]([CH3:12])=[N:9]2)=[C:4]([N:13]2[CH2:18][CH2:17][N:16]([CH2:19][CH2:20][C:21]3[CH:22]=[C:23]([CH:25]=[CH:26][CH:27]=3)[NH2:24])[CH2:15][CH2:14]2)[CH:3]=1.[CH3:28][S:29]([Cl:32])(=[O:31])=[O:30]. No catalyst specified. The product is [ClH:1].[ClH:32].[Cl:1][C:2]1[CH:11]=[C:10]2[C:5]([CH:6]=[CH:7][C:8]([CH3:12])=[N:9]2)=[C:4]([N:13]2[CH2:14][CH2:15][N:16]([CH2:19][CH2:20][C:21]3[CH:22]=[C:23]([NH:24][S:29]([CH3:28])(=[O:31])=[O:30])[CH:25]=[CH:26][CH:27]=3)[CH2:17][CH2:18]2)[CH:3]=1. The yield is 0.650. (3) The reactants are C[O:2][C:3]1[CH:4]=[C:5]([CH:14]=[CH:15][C:16]2[C:21]([F:22])=[CH:20][C:19]([F:23])=[CH:18][C:17]=2[F:24])[CH:6]=[C:7]([O:12]C)[C:8]=1CCC.Cl.N1C=C[CH:29]=[CH:28][CH:27]=1. No catalyst specified. The product is [CH:28]([C:8]1[C:3]([OH:2])=[CH:4][C:5]([CH:14]=[CH:15][C:16]2[C:21]([F:22])=[CH:20][C:19]([F:23])=[CH:18][C:17]=2[F:24])=[CH:6][C:7]=1[OH:12])([CH3:29])[CH3:27]. The yield is 0.140. (4) The reactants are C(=O)([O-])[O-].[Cs+].[Cs+].[F:7][CH2:8][CH2:9]I.[C:11]([NH:15][C:16]1[CH:21]=[C:20]([C:22]2[C:23]([C:27]3[C:28]([F:48])=[C:29]([N:33]([CH2:45][O:46][CH3:47])[S:34]([C:37]4[CH:42]=[C:41]([F:43])[CH:40]=[CH:39][C:38]=4[F:44])(=[O:36])=[O:35])[CH:30]=[CH:31][CH:32]=3)=[N:24][NH:25][CH:26]=2)[CH:19]=[CH:18][N:17]=1)([CH3:14])([CH3:13])[CH3:12].O. The catalyst is CN(C=O)C.CCOC(C)=O. The product is [C:11]([NH:15][C:16]1[CH:21]=[C:20]([C:22]2[C:23]([C:27]3[C:28]([F:48])=[C:29]([N:33]([CH2:45][O:46][CH3:47])[S:34]([C:37]4[CH:42]=[C:41]([F:43])[CH:40]=[CH:39][C:38]=4[F:44])(=[O:36])=[O:35])[CH:30]=[CH:31][CH:32]=3)=[N:24][N:25]([CH2:9][CH2:8][F:7])[CH:26]=2)[CH:19]=[CH:18][N:17]=1)([CH3:14])([CH3:13])[CH3:12]. The yield is 0.450. (5) The reactants are [N:1]([CH2:4][CH2:5][O:6][CH2:7][CH2:8][O:9][CH2:10][CH2:11][O:12][CH2:13][CH2:14][N:15]=[N+]=[N-])=[N+:2]=[N-:3].C1(P(C2C=CC=CC=2)C2C=CC=CC=2)C=CC=CC=1. The catalyst is Cl.CCOCC. The product is [N:1]([CH2:4][CH2:5][O:6][CH2:7][CH2:8][O:9][CH2:10][CH2:11][O:12][CH2:13][CH2:14][NH2:15])=[N+:2]=[N-:3]. The yield is 0.880.